Dataset: Peptide-MHC class II binding affinity with 134,281 pairs from IEDB. Task: Regression. Given a peptide amino acid sequence and an MHC pseudo amino acid sequence, predict their binding affinity value. This is MHC class II binding data. (1) The peptide sequence is LDLAVNAAVDAGIHF. The MHC is HLA-DPA10201-DPB10501 with pseudo-sequence HLA-DPA10201-DPB10501. The binding affinity (normalized) is 0.169. (2) The peptide sequence is DFNEFISFCNANPGL. The MHC is DRB1_0901 with pseudo-sequence DRB1_0901. The binding affinity (normalized) is 0.624. (3) The peptide sequence is IDLNVLLSAAINFFL. The MHC is HLA-DPA10103-DPB10301 with pseudo-sequence HLA-DPA10103-DPB10301. The binding affinity (normalized) is 0.258. (4) The peptide sequence is KEFIRCLALPFRGYL. The MHC is HLA-DQA10201-DQB10301 with pseudo-sequence HLA-DQA10201-DQB10301. The binding affinity (normalized) is 0.